Dataset: Forward reaction prediction with 1.9M reactions from USPTO patents (1976-2016). Task: Predict the product of the given reaction. Given the reactants [F:1][C:2]([F:17])([C:7]1[CH:16]=[CH:15][C:14]2[C:9](=[CH:10][CH:11]=[CH:12][CH:13]=2)[N:8]=1)[CH2:3][N:4]=[N+]=[N-], predict the reaction product. The product is: [F:17][C:2]([F:1])([C:7]1[CH:16]=[CH:15][C:14]2[C:9](=[CH:10][CH:11]=[CH:12][CH:13]=2)[N:8]=1)[CH2:3][NH2:4].